Dataset: Reaction yield outcomes from USPTO patents with 853,638 reactions. Task: Predict the reaction yield, written as a fraction of the theoretical maximum amount of product (1.0 means a 100% yield; for example, 0.34 means a 34% yield). (1) The reactants are C(OC([N:8]1[CH2:12][CH2:11][CH2:10][C@@H:9]1[C:13]([N:15]1[CH2:20][CH2:19][CH:18]([CH2:21][C:22]2[CH:27]=[CH:26][CH:25]=[CH:24][CH:23]=2)[CH2:17][CH2:16]1)=[O:14])=O)(C)(C)C.[ClH:28]. The catalyst is C(OCC)(=O)C. The product is [ClH:28].[CH2:21]([CH:18]1[CH2:19][CH2:20][N:15]([C:13]([C@H:9]2[CH2:10][CH2:11][CH2:12][NH:8]2)=[O:14])[CH2:16][CH2:17]1)[C:22]1[CH:23]=[CH:24][CH:25]=[CH:26][CH:27]=1. The yield is 0.940. (2) The product is [NH2:38][C:15]1[N:14]=[C:13]([C:12]2[S:11][C:10]([N:20]3[CH2:21][CH2:22][O:23][CH2:24][CH2:25]3)=[N:9][C:8]=2[C:7]2[C:2]([Cl:1])=[C:3]([NH:26][S:27]([C:30]3[C:31]([F:37])=[CH:32][CH:33]=[CH:34][C:35]=3[F:36])(=[O:28])=[O:29])[CH:4]=[CH:5][CH:6]=2)[CH:18]=[CH:17][N:16]=1. The yield is 0.350. The catalyst is O1CCOCC1. The reactants are [Cl:1][C:2]1[C:7]([C:8]2[N:9]=[C:10]([N:20]3[CH2:25][CH2:24][O:23][CH2:22][CH2:21]3)[S:11][C:12]=2[C:13]2[CH:18]=[CH:17][N:16]=[C:15](Cl)[N:14]=2)=[CH:6][CH:5]=[CH:4][C:3]=1[NH:26][S:27]([C:30]1[C:35]([F:36])=[CH:34][CH:33]=[CH:32][C:31]=1[F:37])(=[O:29])=[O:28].[NH4+:38].[OH-].